Dataset: Full USPTO retrosynthesis dataset with 1.9M reactions from patents (1976-2016). Task: Predict the reactants needed to synthesize the given product. (1) Given the product [CH:1]1([NH2:16])[C:13]2[NH:12][C:11]3[C:6](=[CH:7][CH:8]=[CH:9][CH:10]=3)[C:5]=2[CH2:4][CH2:3][CH2:2]1, predict the reactants needed to synthesize it. The reactants are: [C:1]1(=O)[C:13]2[NH:12][C:11]3[C:6](=[CH:7][CH:8]=[CH:9][CH:10]=3)[C:5]=2[CH2:4][CH2:3][CH2:2]1.Cl.[NH2:16]O.C([O-])(=O)C.[Na+]. (2) Given the product [CH2:28]1[N:27]([C:2]2[N:7]3[CH:8]=[C:9]([CH2:11][N:12]([CH3:23])[C@@H:13]4[C:22]5[N:21]=[CH:20][CH:19]=[CH:18][C:17]=5[CH2:16][CH2:15][CH2:14]4)[N:10]=[C:6]3[CH:5]=[CH:4][CH:3]=2)[CH2:26][CH2:25][N:24]2[CH2:32][CH2:31][CH2:30][CH:29]12, predict the reactants needed to synthesize it. The reactants are: F[C:2]1[N:7]2[CH:8]=[C:9]([CH2:11][N:12]([CH3:23])[C@@H:13]3[C:22]4[N:21]=[CH:20][CH:19]=[CH:18][C:17]=4[CH2:16][CH2:15][CH2:14]3)[N:10]=[C:6]2[CH:5]=[CH:4][CH:3]=1.[N:24]12[CH2:32][CH2:31][CH2:30][CH:29]1[CH2:28][NH:27][CH2:26][CH2:25]2. (3) The reactants are: CC1C=CC(C([CH2:10][C:11]([CH:13]=[C:14](C)C)=[O:12])C)=CC=1.[C:17](OCC)(=[O:20])[CH:18]=[CH2:19].C(OC)(=O)C(C)=C.CC(O)CO[CH2:64][C@H:44]1O[C@@H:46](O[C@H:43]2[C@H:48]([O:49][CH2:50]C(O)C)[C@@H:47]([O:54]CC(O)C)[C@H:46](OCC(O)C)O[C@@H:44]2[CH2:64]OCC(O)C)[C@H:47]([O:54]CC(O)C)[C@@H:48]([O:49][CH2:50]C(O)C)[C@@H:43]1OCC(O)C.[CH3:107][O:106][CH2:99][C@H:100]1[O:109][C@@H:108](O[C@H:96]2[C@H:101](OC)[C@@H:100](OC)[C@H:99]([O:106][CH3:107])O[C@@H:97]2[CH2:108][O:109]C)[C@H:97](OC)[C@@H:96](OC)[C@@H:101]1OC. Given the product [CH3:107][O:106][C:99]1[C:17]([OH:20])=[CH:18][CH:19]=[C:101](/[CH:96]=[CH:97]/[C:108]([CH2:10][C:11](/[CH:13]=[CH:14]/[C:44]2[CH:43]=[C:48]([O:49][CH3:50])[C:47]([OH:54])=[CH:46][CH:64]=2)=[O:12])=[O:109])[CH:100]=1, predict the reactants needed to synthesize it. (4) Given the product [F:22][C:23]1[CH:24]=[C:25]([CH:26]=[CH:27][C:28]=1[F:29])[O:30][C:2]1[CH:3]=[CH:4][C:5]2[N:6]([C:8]([CH2:11][C:12]3[CH:13]=[C:14]4[C:19](=[CH:20][CH:21]=3)[N:18]=[CH:17][CH:16]=[CH:15]4)=[N:9][N:10]=2)[N:7]=1, predict the reactants needed to synthesize it. The reactants are: Cl[C:2]1[CH:3]=[CH:4][C:5]2[N:6]([C:8]([CH2:11][C:12]3[CH:13]=[C:14]4[C:19](=[CH:20][CH:21]=3)[N:18]=[CH:17][CH:16]=[CH:15]4)=[N:9][N:10]=2)[N:7]=1.[F:22][C:23]1[CH:24]=[C:25]([OH:30])[CH:26]=[CH:27][C:28]=1[F:29].C([O-])([O-])=O.[Cs+].[Cs+]. (5) The reactants are: [Br:1][C:2]1[C:12]2[CH:11]([CH3:13])[CH2:10][N:9](C(=O)C(F)(F)F)[CH2:8][CH2:7][C:6]=2[N:5]=[C:4]([O:20][CH3:21])[C:3]=1[NH2:22].C([O-])([O-])=O.[K+].[K+].CO.O. Given the product [Br:1][C:2]1[C:12]2[CH:11]([CH3:13])[CH2:10][NH:9][CH2:8][CH2:7][C:6]=2[N:5]=[C:4]([O:20][CH3:21])[C:3]=1[NH2:22], predict the reactants needed to synthesize it. (6) Given the product [CH2:18]([NH:25][C:2]1[CH:7]=[C:6]([Cl:8])[N:5]=[CH:4][N:3]=1)[C:19]1[CH:24]=[CH:23][CH:22]=[CH:21][CH:20]=1, predict the reactants needed to synthesize it. The reactants are: Cl[C:2]1[CH:7]=[C:6]([Cl:8])[N:5]=[CH:4][N:3]=1.CCN(C(C)C)C(C)C.[CH2:18]([NH2:25])[C:19]1[CH:24]=[CH:23][CH:22]=[CH:21][CH:20]=1.O. (7) The reactants are: [CH2:1]([O:8][C:9]1[CH:10]=[C:11]([CH:25]=[C:26]([OH:28])[CH:27]=1)[C:12]([NH:14][C:15]1[N:20]=[CH:19][C:18]([C:21]([O:23][CH3:24])=[O:22])=[CH:17][CH:16]=1)=[O:13])[C:2]1[CH:7]=[CH:6][CH:5]=[CH:4][CH:3]=1.[C:29]1(P(C2C=CC=CC=2)C2C=CC=CC=2)[CH:34]=CC=C[CH:30]=1.C(O)(C)C.CC(OC(/N=N/C(OC(C)C)=O)=O)C. Given the product [CH2:1]([O:8][C:9]1[CH:10]=[C:11]([CH:25]=[C:26]([O:28][CH:29]([CH3:34])[CH3:30])[CH:27]=1)[C:12]([NH:14][C:15]1[N:20]=[CH:19][C:18]([C:21]([O:23][CH3:24])=[O:22])=[CH:17][CH:16]=1)=[O:13])[C:2]1[CH:3]=[CH:4][CH:5]=[CH:6][CH:7]=1, predict the reactants needed to synthesize it. (8) Given the product [NH2:21][C:15]1[C:16]([F:20])=[CH:17][CH:18]=[CH:19][C:14]=1[C:13]#[C:12][CH2:11][C:10]([C:25]([F:28])([F:27])[F:26])([OH:24])[CH2:9][C:8]([C:6]1[CH:7]=[C:2]([F:1])[CH:3]=[CH:4][C:5]=1[CH3:31])([CH3:29])[CH3:30], predict the reactants needed to synthesize it. The reactants are: [F:1][C:2]1[CH:3]=[CH:4][C:5]([CH3:31])=[C:6]([C:8]([CH3:30])([CH3:29])[CH2:9][C:10]([C:25]([F:28])([F:27])[F:26])([OH:24])[CH2:11][C:12]#[C:13][C:14]2[CH:19]=[CH:18][CH:17]=[C:16]([F:20])[C:15]=2[N+:21]([O-])=O)[CH:7]=1. (9) The reactants are: [F:1][C:2]1[CH:3]=[C:4]([C@@:9]2([CH3:27])[NH:18][C:17](=[O:19])[C:12]3([CH2:16][CH2:15][CH2:14][CH2:13]3)[N:11]([C:20]([O:22][C:23]([CH3:26])([CH3:25])[CH3:24])=[O:21])[CH2:10]2)[CH:5]=[C:6]([F:8])[CH:7]=1.[H-].[Na+].[CH2:30](Br)[CH:31]=[CH2:32]. Given the product [CH2:32]([N:18]1[C:17](=[O:19])[C:12]2([CH2:16][CH2:15][CH2:14][CH2:13]2)[N:11]([C:20]([O:22][C:23]([CH3:26])([CH3:25])[CH3:24])=[O:21])[CH2:10][C@:9]1([C:4]1[CH:5]=[C:6]([F:8])[CH:7]=[C:2]([F:1])[CH:3]=1)[CH3:27])[CH:31]=[CH2:30], predict the reactants needed to synthesize it. (10) Given the product [CH:1]([N:4]1[C:10](=[O:11])[CH2:9][C:8](=[O:14])[NH:7][C:5]1=[O:6])([CH3:3])[CH3:2], predict the reactants needed to synthesize it. The reactants are: [CH:1]([NH:4][C:5]([NH2:7])=[O:6])([CH3:3])[CH3:2].[C:8](OC)(=[O:14])[CH2:9][C:10](OC)=[O:11].C[O-].[Na+].Cl.